Dataset: Catalyst prediction with 721,799 reactions and 888 catalyst types from USPTO. Task: Predict which catalyst facilitates the given reaction. The catalyst class is: 2. Reactant: [Br:1][C:2]1[CH:7]=[CH:6][C:5]([CH2:8][CH2:9][CH2:10][C:11]([OH:13])=O)=[CH:4][C:3]=1[I:14].CN(C=O)C.C(Cl)(=O)C(Cl)=O.[Cl-].[Cl-].[Cl-].[Al+3]. Product: [Br:1][C:2]1[CH:7]=[C:6]2[C:5]([CH2:8][CH2:9][CH2:10][C:11]2=[O:13])=[CH:4][C:3]=1[I:14].